From a dataset of Full USPTO retrosynthesis dataset with 1.9M reactions from patents (1976-2016). Predict the reactants needed to synthesize the given product. Given the product [CH3:16][NH:17][C:7]1[C:6]([C:4]([O:3][CH2:1][CH3:2])=[O:5])=[CH:11][N:10]=[C:9]([S:12][CH3:13])[N:8]=1, predict the reactants needed to synthesize it. The reactants are: [CH2:1]([O:3][C:4]([C:6]1[C:7](Cl)=[N:8][C:9]([S:12][CH3:13])=[N:10][CH:11]=1)=[O:5])[CH3:2].C[CH2:16][N:17](C(C)C)C(C)C.Cl.CN.